Predict the reactants needed to synthesize the given product. From a dataset of Full USPTO retrosynthesis dataset with 1.9M reactions from patents (1976-2016). (1) Given the product [F:28][C:25]([F:26])([F:27])[O:24][C:21]1[CH:20]=[CH:19][C:18]([N:15]2[C:16](=[O:17])[CH:9]3[NH:8][CH:13]([CH2:12][S:11][CH2:10]3)[C:14]2=[O:29])=[CH:23][CH:22]=1, predict the reactants needed to synthesize it. The reactants are: C([N:8]1[CH:13]2[C:14](=[O:29])[N:15]([C:18]3[CH:23]=[CH:22][C:21]([O:24][C:25]([F:28])([F:27])[F:26])=[CH:20][CH:19]=3)[C:16](=[O:17])[CH:9]1[CH2:10][S:11][CH2:12]2)C1C=CC=CC=1.FC(F)(F)C1C=CC(C2CCNCC=2)=CC=1. (2) Given the product [CH2:19]([O:18][P:8]([CH2:7][CH2:6][CH2:5][C:4]([OH:26])=[O:3])([O:10][CH2:11][C:12]1[CH:17]=[CH:16][CH:15]=[CH:14][CH:13]=1)=[O:9])[C:20]1[CH:25]=[CH:24][CH:23]=[CH:22][CH:21]=1, predict the reactants needed to synthesize it. The reactants are: C([O:3][C:4](=[O:26])[CH2:5][CH2:6][CH2:7][P:8]([O:18][CH2:19][C:20]1[CH:25]=[CH:24][CH:23]=[CH:22][CH:21]=1)([O:10][CH2:11][C:12]1[CH:17]=[CH:16][CH:15]=[CH:14][CH:13]=1)=[O:9])C.O.[OH-].[Li+]. (3) The reactants are: [F:1][C:2]([F:27])([F:26])[C:3]1[CH:4]=[C:5]([NH:9][C:10](=[O:25])[CH2:11][C:12]([NH:14][C:15]2[CH:20]=[CH:19][CH:18]=[C:17]([C:21]([F:24])([F:23])[F:22])[CH:16]=2)=[O:13])[CH:6]=[CH:7][CH:8]=1.[O:28]1[C:33]2[CH:34]=[CH:35][C:36]([CH:38]=O)=[CH:37][C:32]=2[O:31][CH2:30][CH2:29]1. Given the product [F:1][C:2]([F:26])([F:27])[C:3]1[CH:4]=[C:5]([NH:9][C:10](=[O:25])[C:11](=[CH:38][C:36]2[CH:35]=[CH:34][C:33]3[O:28][CH2:29][CH2:30][O:31][C:32]=3[CH:37]=2)[C:12]([NH:14][C:15]2[CH:20]=[CH:19][CH:18]=[C:17]([C:21]([F:24])([F:23])[F:22])[CH:16]=2)=[O:13])[CH:6]=[CH:7][CH:8]=1, predict the reactants needed to synthesize it. (4) Given the product [C:39]([C:38]1[C:37]2[N:36]=[C:17]([C:16]3[CH:15]=[CH:14][C:13]([CH:9]4[CH2:10][CH2:11][CH2:12][N:8]4[C:1]([O:3][C:4]([CH3:7])([CH3:6])[CH3:5])=[O:2])=[CH:21][CH:20]=3)[NH:46][C:45]=2[CH:44]=[CH:43][CH:42]=1)(=[O:40])[NH2:41], predict the reactants needed to synthesize it. The reactants are: [C:1]([N:8]1[CH2:12][CH2:11][CH2:10][CH:9]1[C:13]1[CH:21]=[CH:20][C:16]([C:17](O)=O)=[CH:15][CH:14]=1)([O:3][C:4]([CH3:7])([CH3:6])[CH3:5])=[O:2].C1N=CN(C(N2C=NC=C2)=O)C=1.Cl.Cl.[NH2:36][C:37]1[C:45]([NH2:46])=[CH:44][CH:43]=[CH:42][C:38]=1[C:39]([NH2:41])=[O:40].C(O)(C)C. (5) Given the product [C:1]([NH:5][C:6](=[O:29])[CH2:7][N:8]1[C:17]([C:18]2[CH:23]=[CH:22][C:21]([F:24])=[C:20]([O:25][CH3:26])[CH:19]=2)=[CH:16][C:15]2[C:10](=[CH:11][C:12]([O:27][CH2:37][CH2:38][CH2:39][N:41]3[CH2:45][CH2:44][CH2:43][CH2:42]3)=[CH:13][CH:14]=2)[C:9]1=[O:28])([CH3:4])([CH3:2])[CH3:3], predict the reactants needed to synthesize it. The reactants are: [C:1]([NH:5][C:6](=[O:29])[CH2:7][N:8]1[C:17]([C:18]2[CH:23]=[CH:22][C:21]([F:24])=[C:20]([O:25][CH3:26])[CH:19]=2)=[CH:16][C:15]2[C:10](=[CH:11][C:12]([OH:27])=[CH:13][CH:14]=2)[C:9]1=[O:28])([CH3:4])([CH3:3])[CH3:2].C([O-])([O-])=O.[K+].[K+].Br[CH2:37][CH2:38][CH2:39]Cl.[NH:41]1[CH2:45][CH2:44][CH2:43][CH2:42]1.Cl. (6) Given the product [Cl:8][C:4]1[C:3]([C:9]2[CH:14]=[CH:13][CH:12]=[C:11]([CH2:15][CH3:16])[CH:10]=2)=[C:2]([C:33]([OH:40])([CH2:34][CH2:35][CH2:36][CH2:37][O:38][CH3:39])[CH2:32][CH2:31][N:23]([CH3:22])[C:24](=[O:30])[O:25][C:26]([CH3:27])([CH3:28])[CH3:29])[CH:7]=[CH:6][CH:5]=1, predict the reactants needed to synthesize it. The reactants are: Br[C:2]1[CH:7]=[CH:6][CH:5]=[C:4]([Cl:8])[C:3]=1[C:9]1[CH:14]=[CH:13][CH:12]=[C:11]([CH2:15][CH3:16])[CH:10]=1.[Li]C(C)(C)C.[CH3:22][N:23]([CH2:31][CH2:32][C:33](=[O:40])[CH2:34][CH2:35][CH2:36][CH2:37][O:38][CH3:39])[C:24](=[O:30])[O:25][C:26]([CH3:29])([CH3:28])[CH3:27].